This data is from Peptide-MHC class I binding affinity with 185,985 pairs from IEDB/IMGT. The task is: Regression. Given a peptide amino acid sequence and an MHC pseudo amino acid sequence, predict their binding affinity value. This is MHC class I binding data. The peptide sequence is TTEMLSRALK. The MHC is HLA-A03:01 with pseudo-sequence HLA-A03:01. The binding affinity (normalized) is 0.574.